Task: Regression. Given two drug SMILES strings and cell line genomic features, predict the synergy score measuring deviation from expected non-interaction effect.. Dataset: NCI-60 drug combinations with 297,098 pairs across 59 cell lines (1) Drug 1: C1CCN(CC1)CCOC2=CC=C(C=C2)C(=O)C3=C(SC4=C3C=CC(=C4)O)C5=CC=C(C=C5)O. Drug 2: CC1=CC2C(CCC3(C2CCC3(C(=O)C)OC(=O)C)C)C4(C1=CC(=O)CC4)C. Cell line: HCC-2998. Synergy scores: CSS=48.1, Synergy_ZIP=3.94, Synergy_Bliss=3.04, Synergy_Loewe=-23.2, Synergy_HSA=0.932. (2) Drug 1: CCC1=CC2CC(C3=C(CN(C2)C1)C4=CC=CC=C4N3)(C5=C(C=C6C(=C5)C78CCN9C7C(C=CC9)(C(C(C8N6C)(C(=O)OC)O)OC(=O)C)CC)OC)C(=O)OC.C(C(C(=O)O)O)(C(=O)O)O. Drug 2: CC(C)NC(=O)C1=CC=C(C=C1)CNNC.Cl. Cell line: SK-MEL-5. Synergy scores: CSS=29.2, Synergy_ZIP=5.90, Synergy_Bliss=10.6, Synergy_Loewe=-26.3, Synergy_HSA=7.92. (3) Synergy scores: CSS=-0.143, Synergy_ZIP=5.24, Synergy_Bliss=5.61, Synergy_Loewe=-0.987, Synergy_HSA=-2.43. Drug 1: CC1=C(C(=CC=C1)Cl)NC(=O)C2=CN=C(S2)NC3=CC(=NC(=N3)C)N4CCN(CC4)CCO. Cell line: HCT-15. Drug 2: C1CN(P(=O)(OC1)NCCCl)CCCl. (4) Drug 1: C1=C(C(=O)NC(=O)N1)F. Drug 2: CNC(=O)C1=NC=CC(=C1)OC2=CC=C(C=C2)NC(=O)NC3=CC(=C(C=C3)Cl)C(F)(F)F. Cell line: SK-MEL-28. Synergy scores: CSS=31.1, Synergy_ZIP=-3.89, Synergy_Bliss=-4.30, Synergy_Loewe=-1.46, Synergy_HSA=-1.01.